Dataset: Forward reaction prediction with 1.9M reactions from USPTO patents (1976-2016). Task: Predict the product of the given reaction. (1) Given the reactants [C:1]([C:3]([C:6]1[CH:7]=[C:8]([CH:13]=[CH:14][CH:15]=1)[C:9]([O:11]C)=[O:10])([CH3:5])[CH3:4])#[N:2].[OH-].[Li+].CO.O, predict the reaction product. The product is: [C:1]([C:3]([C:6]1[CH:7]=[C:8]([CH:13]=[CH:14][CH:15]=1)[C:9]([OH:11])=[O:10])([CH3:5])[CH3:4])#[N:2]. (2) Given the reactants [F:1][C:2]1[CH:3]=[C:4]([C:8]#[C:9][C:10]2[CH:19]=[CH:18][C:13]([C:14](=[N:16][OH:17])[NH2:15])=[CH:12][CH:11]=2)[CH:5]=[CH:6][CH:7]=1.[CH3:20][O:21][CH:22]([CH2:26][CH3:27])[C:23](O)=O.CCN=C=NCCCN(C)C.C1C=CC2N(O)N=NC=2C=1, predict the reaction product. The product is: [F:1][C:2]1[CH:3]=[C:4]([C:8]#[C:9][C:10]2[CH:11]=[CH:12][C:13]([C:14]3[N:15]=[C:23]([CH:22]([O:21][CH3:20])[CH2:26][CH3:27])[O:17][N:16]=3)=[CH:18][CH:19]=2)[CH:5]=[CH:6][CH:7]=1. (3) The product is: [CH2:13]([N:15]1[C:19]2[N:20]=[C:21]([C:30]3[CH:35]=[CH:34][C:33]([NH:36][C:5]([NH:37][C:38]4[S:39][CH:40]=[CH:41][N:42]=4)=[O:11])=[CH:32][CH:31]=3)[N:22]=[C:23]([N:24]3[CH2:25][CH2:26][O:27][CH2:28][CH2:29]3)[C:18]=2[N:17]=[N:16]1)[CH3:14]. Given the reactants ClC(Cl)(O[C:5](=[O:11])OC(Cl)(Cl)Cl)Cl.[CH2:13]([N:15]1[C:19]2[N:20]=[C:21]([C:30]3[CH:35]=[CH:34][C:33]([NH2:36])=[CH:32][CH:31]=3)[N:22]=[C:23]([N:24]3[CH2:29][CH2:28][O:27][CH2:26][CH2:25]3)[C:18]=2[N:17]=[N:16]1)[CH3:14].[NH2:37][C:38]1[S:39][CH:40]=[CH:41][N:42]=1.CCN(CC)CC, predict the reaction product. (4) Given the reactants [Cl:1][C:2]1[C:3]([O:12][C:13]2[CH:18]=[C:17]([O:19][CH2:20][CH2:21][O:22][CH3:23])[CH:16]=[CH:15][C:14]=2[CH2:24][OH:25])=[N:4][CH:5]=[C:6]([C:8]([F:11])([F:10])[F:9])[CH:7]=1.Cl[S:27]([N:30]=[C:31]=[O:32])(=[O:29])=[O:28].[CH2:33]([NH2:38])[CH2:34][CH2:35][CH2:36][CH3:37].Cl, predict the reaction product. The product is: [CH2:33]([NH:38][S:27]([NH:30][C:31](=[O:32])[O:25][CH2:24][C:14]1[CH:15]=[CH:16][C:17]([O:19][CH2:20][CH2:21][O:22][CH3:23])=[CH:18][C:13]=1[O:12][C:3]1[C:2]([Cl:1])=[CH:7][C:6]([C:8]([F:9])([F:11])[F:10])=[CH:5][N:4]=1)(=[O:29])=[O:28])[CH2:34][CH2:35][CH2:36][CH3:37]. (5) Given the reactants [CH3:1][O:2][C:3](=[O:26])[C@H:4]([CH:23]([CH3:25])[CH3:24])[NH:5][C:6]([C:8]1[CH:13]=[CH:12][C:11]([C:14]2[CH:19]=[CH:18][C:17]([N+:20]([O-])=O)=[CH:16][CH:15]=2)=[CH:10][CH:9]=1)=[O:7].Cl, predict the reaction product. The product is: [NH2:20][C:17]1[CH:16]=[CH:15][C:14]([C:11]2[CH:12]=[CH:13][C:8]([C:6]([NH:5][C@H:4]([C:3]([O:2][CH3:1])=[O:26])[CH:23]([CH3:25])[CH3:24])=[O:7])=[CH:9][CH:10]=2)=[CH:19][CH:18]=1.